Dataset: Catalyst prediction with 721,799 reactions and 888 catalyst types from USPTO. Task: Predict which catalyst facilitates the given reaction. (1) Reactant: [CH2:1](Cl)[C:2]1[CH:7]=[CH:6][CH:5]=[CH:4][CH:3]=1.C([O-])([O-])=O.[K+].[K+].[OH:15][C:16]1[CH:23]=[CH:22][C:19]([C:20]#[N:21])=[C:18]([CH3:24])[CH:17]=1. Product: [CH2:1]([O:15][C:16]1[CH:23]=[CH:22][C:19]([C:20]#[N:21])=[C:18]([CH3:24])[CH:17]=1)[C:2]1[CH:7]=[CH:6][CH:5]=[CH:4][CH:3]=1. The catalyst class is: 47. (2) Reactant: [C:1]([C:5]1[CH:6]=[C:7]([PH:17](=[O:34])[C:18]2[CH:23]=[C:22]([C:24]([CH3:27])([CH3:26])[CH3:25])[C:21]([O:28][CH3:29])=[C:20]([C:30]([CH3:33])([CH3:32])[CH3:31])[CH:19]=2)[CH:8]=[C:9]([C:13]([CH3:16])([CH3:15])[CH3:14])[C:10]=1[O:11][CH3:12])([CH3:4])([CH3:3])[CH3:2].C(=CC(C=CC1C=CC=CC=1)=O)C1C=CC=CC=1.C1(PCCCPC2C=CC=CC=2)C=CC=CC=1.FC(F)(F)S(O[C:76]1[CH:81]=[CH:80][CH:79]=[CH:78][C:77]=1[Br:82])(=O)=O.C(N(CC)C(C)C)(C)C.Cl. Product: [C:24]([C:22]1[CH:23]=[C:18]([P:17](=[O:34])([C:7]2[CH:8]=[C:9]([C:13]([CH3:16])([CH3:15])[CH3:14])[C:10]([O:11][CH3:12])=[C:5]([C:1]([CH3:2])([CH3:3])[CH3:4])[CH:6]=2)[C:76]2[CH:81]=[CH:80][CH:79]=[CH:78][C:77]=2[Br:82])[CH:19]=[C:20]([C:30]([CH3:33])([CH3:32])[CH3:31])[C:21]=1[O:28][CH3:29])([CH3:27])([CH3:26])[CH3:25]. The catalyst class is: 11.